Task: Regression. Given two drug SMILES strings and cell line genomic features, predict the synergy score measuring deviation from expected non-interaction effect.. Dataset: NCI-60 drug combinations with 297,098 pairs across 59 cell lines (1) Drug 1: CN(CC1=CN=C2C(=N1)C(=NC(=N2)N)N)C3=CC=C(C=C3)C(=O)NC(CCC(=O)O)C(=O)O. Drug 2: C1=NNC2=C1C(=O)NC=N2. Cell line: OVCAR3. Synergy scores: CSS=11.4, Synergy_ZIP=0.262, Synergy_Bliss=0.485, Synergy_Loewe=-1.68, Synergy_HSA=-0.389. (2) Drug 1: CC1C(C(CC(O1)OC2CC(CC3=C2C(=C4C(=C3O)C(=O)C5=C(C4=O)C(=CC=C5)OC)O)(C(=O)C)O)N)O.Cl. Drug 2: C1=NC2=C(N1)C(=S)N=CN2. Cell line: BT-549. Synergy scores: CSS=6.85, Synergy_ZIP=-12.6, Synergy_Bliss=-16.3, Synergy_Loewe=-18.3, Synergy_HSA=-14.4.